Dataset: Forward reaction prediction with 1.9M reactions from USPTO patents (1976-2016). Task: Predict the product of the given reaction. Given the reactants [CH2:1]([O:8][C:9]1[CH:14]=[CH:13][C:12]([CH2:15][C@H:16]([OH:20])[C:17]([OH:19])=[O:18])=[CH:11][CH:10]=1)[C:2]1[CH:7]=[CH:6][CH:5]=[CH:4][CH:3]=1.CO[C:23](OC)([CH3:25])[CH3:24].C1(C)C=CC(S([O-])(=O)=O)=CC=1.[NH+]1C=CC=CC=1, predict the reaction product. The product is: [CH2:1]([O:8][C:9]1[CH:14]=[CH:13][C:12]([CH2:15][C@@H:16]2[O:20][C:23]([CH3:25])([CH3:24])[O:18][C:17]2=[O:19])=[CH:11][CH:10]=1)[C:2]1[CH:7]=[CH:6][CH:5]=[CH:4][CH:3]=1.